Dataset: Full USPTO retrosynthesis dataset with 1.9M reactions from patents (1976-2016). Task: Predict the reactants needed to synthesize the given product. (1) Given the product [CH:9]1[CH:8]=[C:7]([CH2:6][C:4]2[NH:5][CH:1]=[CH:2][CH:3]=2)[NH:11][CH:10]=1, predict the reactants needed to synthesize it. The reactants are: [C:1]12C=[C:10]3[N:11]=[C:7]([CH:8]=[CH:9]3)[CH:6]=[C:4]3[NH:5][C:1]([CH:2]=[CH:3]3)=C[C:10]3=[N:11][C:7]([CH:8]=[CH:9]3)=[CH:6][C:4]([NH:5]1)=[CH:3][CH:2]=2.N1C=CC=C1. (2) Given the product [F:22][C:23]1[C:24]2[C:28]([CH:29]=[CH:30][CH:31]=1)=[N:27][N:26]1[C:4](=[O:21])[CH:5]=[C:6]([CH:8]3[CH2:9][CH2:10][N:11]([C:14]([O:16][C:17]([CH3:18])([CH3:19])[CH3:20])=[O:15])[CH2:12][CH2:13]3)[NH:32][C:25]=21, predict the reactants needed to synthesize it. The reactants are: C(O[C:4](=[O:21])[CH2:5][C:6]([CH:8]1[CH2:13][CH2:12][N:11]([C:14]([O:16][C:17]([CH3:20])([CH3:19])[CH3:18])=[O:15])[CH2:10][CH2:9]1)=O)C.[F:22][C:23]1[CH:31]=[CH:30][CH:29]=[C:28]2[C:24]=1[C:25]([NH2:32])=[N:26][NH:27]2.P([O-])([O-])([O-])=O.[K+].[K+].[K+].Cl. (3) Given the product [Cl:57][C:20]1[N:21]=[C:24]([C:25]2[CH:30]=[CH:29][C:28]([O:31][CH2:32][C:33]3[CH:42]=[CH:41][C:40]4[C:35](=[CH:36][CH:37]=[C:38]([F:43])[CH:39]=4)[N:34]=3)=[CH:27][C:26]=2[CH:44]([C:49]2[CH:54]=[CH:53][CH:52]=[CH:51][CH:50]=2)[C:45]([CH3:46])([CH3:47])[CH3:48])[NH:23][CH:22]=1, predict the reactants needed to synthesize it. The reactants are: C1(P(C2C=CC=CC=2)C2C=CC=CC=2)C=CC=CC=1.[C:20]([CH2:22][NH:23][C:24](=O)[C:25]1[CH:30]=[CH:29][C:28]([O:31][CH2:32][C:33]2[CH:42]=[CH:41][C:40]3[C:35](=[CH:36][CH:37]=[C:38]([F:43])[CH:39]=3)[N:34]=2)=[CH:27][C:26]=1[CH:44]([C:49]1[CH:54]=[CH:53][CH:52]=[CH:51][CH:50]=1)[C:45]([CH3:48])([CH3:47])[CH3:46])#[N:21].C(Cl)(Cl)(Cl)[Cl:57]. (4) Given the product [CH3:1][O:2][C:3]([C@@H:4]([NH:23][C:24]([C:26]1([CH2:31][CH2:32][NH:33][C:34](=[O:95])[CH2:35][CH2:36][O:38][CH2:39][CH2:40][O:41][CH2:42][CH2:43][O:44][CH2:45][CH2:46][O:47][CH2:48][CH2:49][O:50][CH2:51][CH2:52][O:53][CH2:54][CH2:55][O:56][CH2:57][CH2:58][O:59][CH2:60][CH2:61][O:62][CH2:63][CH2:64][O:65][CH2:66][CH2:67][O:68][CH2:69][CH2:70][O:71][CH2:72][CH2:73][NH:74][C:77](=[O:82])[CH2:78][CH2:79][C:80]([OH:76])=[O:81])[CH2:30][CH2:29][CH2:28][CH2:27]1)=[O:25])[CH2:5][C:6]1[CH:11]=[CH:10][C:9]([NH:12][C:13](=[O:22])[C:14]2[C:19]([Cl:20])=[CH:18][CH:17]=[CH:16][C:15]=2[Cl:21])=[CH:8][CH:7]=1)=[O:75], predict the reactants needed to synthesize it. The reactants are: [CH3:1][O:2][C:3](=[O:75])[C@@H:4]([NH:23][C:24]([C:26]1([CH2:31][CH2:32][NH:33][CH2:34][CH2:35][C:36]([O:38][CH2:39][CH2:40][O:41][CH2:42][CH2:43][O:44][CH2:45][CH2:46][O:47][CH2:48][CH2:49][O:50][CH2:51][CH2:52][O:53][CH2:54][CH2:55][O:56][CH2:57][CH2:58][O:59][CH2:60][CH2:61][O:62][CH2:63][CH2:64][O:65][CH2:66][CH2:67][O:68][CH2:69][CH2:70][O:71][CH2:72][CH2:73][NH2:74])=O)[CH2:30][CH2:29][CH2:28][CH2:27]1)=[O:25])[CH2:5][C:6]1[CH:11]=[CH:10][C:9]([NH:12][C:13](=[O:22])[C:14]2[C:19]([Cl:20])=[CH:18][CH:17]=[CH:16][C:15]=2[Cl:21])=[CH:8][CH:7]=1.[O:76]1[C:80](=[O:81])[CH2:79][CH2:78][C:77]1=[O:82].CCN(C(C)C)C(C)C.C1C[O:95]CC1.